Task: Predict which catalyst facilitates the given reaction.. Dataset: Catalyst prediction with 721,799 reactions and 888 catalyst types from USPTO (1) Reactant: [Cl:1][C:2]1[N:7]=[CH:6][N:5]=[C:4]([N:8]2[CH2:17][CH2:16][C:11]3(OCC[O:12]3)[CH2:10][CH2:9]2)[CH:3]=1.Cl. Product: [Cl:1][C:2]1[N:7]=[CH:6][N:5]=[C:4]([N:8]2[CH2:9][CH2:10][C:11](=[O:12])[CH2:16][CH2:17]2)[CH:3]=1. The catalyst class is: 21. (2) Reactant: Cl[C:2]1[CH:7]=[CH:6][C:5]([C:8]#[N:9])=[CH:4][N:3]=1.CS(C)=O.[CH:14]([N:17]1[CH2:22][CH2:21][NH:20][CH2:19][CH2:18]1)([CH3:16])[CH3:15]. Product: [CH:14]([N:17]1[CH2:22][CH2:21][N:20]([C:2]2[CH:7]=[CH:6][C:5]([C:8]#[N:9])=[CH:4][N:3]=2)[CH2:19][CH2:18]1)([CH3:16])[CH3:15]. The catalyst class is: 6. (3) Reactant: Cl.[NH2:2][C:3]1([C:11]([O:13][CH3:14])=[O:12])[CH2:8][CH2:7][C:6]([F:10])([F:9])[CH2:5][CH2:4]1.C(N(CC)CC)C.[Cl:22][C:23]1[CH:28]=[CH:27][C:26]([C:29]2[CH:34]=[CH:33][C:32]([CH3:35])=[C:31]([CH2:36][C:37](O)=[O:38])[C:30]=2[CH3:40])=[CH:25][CH:24]=1.P(Cl)(Cl)(Cl)=O. Product: [Cl:22][C:23]1[CH:24]=[CH:25][C:26]([C:29]2[CH:34]=[CH:33][C:32]([CH3:35])=[C:31]([CH2:36][C:37]([NH:2][C:3]3([C:11]([O:13][CH3:14])=[O:12])[CH2:8][CH2:7][C:6]([F:10])([F:9])[CH2:5][CH2:4]3)=[O:38])[C:30]=2[CH3:40])=[CH:27][CH:28]=1. The catalyst class is: 7. (4) Reactant: [Cl:1][C:2]1[CH:7]=[CH:6][C:5]([C:8]2([C:30]3[CH:35]=[CH:34][C:33]([Cl:36])=[CH:32][CH:31]=3)[CH2:12][CH2:11][N:10]([CH2:13][C:14]([N:16]3[CH2:21][CH2:20][N:19](C(OC(C)(C)C)=O)[CH2:18][CH2:17]3)=[O:15])[C:9]2=[O:29])=[CH:4][CH:3]=1.FC(F)(F)C(O)=O. The catalyst class is: 2. Product: [Cl:36][C:33]1[CH:34]=[CH:35][C:30]([C:8]2([C:5]3[CH:4]=[CH:3][C:2]([Cl:1])=[CH:7][CH:6]=3)[CH2:12][CH2:11][N:10]([CH2:13][C:14](=[O:15])[N:16]3[CH2:21][CH2:20][NH:19][CH2:18][CH2:17]3)[C:9]2=[O:29])=[CH:31][CH:32]=1. (5) Reactant: Br[C:2]1[S:6][C:5]([CH:7]([N:9]2[CH2:14][CH2:13][O:12][CH2:11][CH2:10]2)[CH3:8])=[CH:4][CH:3]=1.C[O:16][C:17]([C:19]1[CH:24]=[CH:23][C:22](B(O)O)=[CH:21][CH:20]=1)=[O:18].C(=O)([O-])[O-].[Na+].[Na+].O. Product: [N:9]1([CH:7]([C:5]2[S:6][C:2]([C:22]3[CH:23]=[CH:24][C:19]([C:17]([OH:18])=[O:16])=[CH:20][CH:21]=3)=[CH:3][CH:4]=2)[CH3:8])[CH2:14][CH2:13][O:12][CH2:11][CH2:10]1. The catalyst class is: 77. (6) The catalyst class is: 3. Reactant: [Cl:1][C:2]1[C:3]([I:15])=[CH:4][C:5]2[N:9]=[C:8]([S:10]([CH3:13])(=[O:12])=[O:11])[NH:7][C:6]=2[CH:14]=1.[H-].[Na+].Br[CH2:19][C:20]1[CH:25]=[CH:24][C:23]([C:26]2[CH:31]=[CH:30][CH:29]=[CH:28][CH:27]=2)=[CH:22][CH:21]=1. Product: [C:23]1([C:26]2[CH:27]=[CH:28][CH:29]=[CH:30][CH:31]=2)[CH:22]=[CH:21][C:20]([CH2:19][N:7]2[C:6]3[CH:14]=[C:2]([Cl:1])[C:3]([I:15])=[CH:4][C:5]=3[N:9]=[C:8]2[S:10]([CH3:13])(=[O:12])=[O:11])=[CH:25][CH:24]=1. (7) Reactant: C(OC([NH:8][C@@H:9]([CH:20]([CH3:22])[CH3:21])[C:10]([C@H:12]1[C@H:16]([CH3:17])[C:15](=[O:18])[NH:14][C:13]1=[O:19])=[O:11])=O)(C)(C)C.[ClH:23]. Product: [ClH:23].[NH2:8][C@@H:9]([CH:20]([CH3:22])[CH3:21])[C:10]([C@H:12]1[C@H:16]([CH3:17])[C:15](=[O:18])[NH:14][C:13]1=[O:19])=[O:11]. The catalyst class is: 12. (8) Reactant: [Cl:1][C:2]1[CH:3]=[C:4]2[C:8](=[C:9]([F:11])[CH:10]=1)[N:7]([CH2:12][CH2:13][C:14]([O:16]CC)=[O:15])[C:6]([CH2:19][N:20]1[C:24]3=[CH:25][N:26]=[CH:27][CH:28]=[C:23]3[C:22]3([CH2:30][CH2:29]3)[C:21]1=[O:31])=[CH:5]2.O.[OH-].[Li+]. Product: [Cl:1][C:2]1[CH:3]=[C:4]2[C:8](=[C:9]([F:11])[CH:10]=1)[N:7]([CH2:12][CH2:13][C:14]([OH:16])=[O:15])[C:6]([CH2:19][N:20]1[C:24]3=[CH:25][N:26]=[CH:27][CH:28]=[C:23]3[C:22]3([CH2:30][CH2:29]3)[C:21]1=[O:31])=[CH:5]2. The catalyst class is: 217. (9) Reactant: [CH3:1][C:2]1[CH:3]=[C:4]([OH:9])[CH:5]=[C:6]([CH3:8])[CH:7]=1.[CH2:10]([CH:12]1[O:14][CH2:13]1)Cl.[OH-].[K+]. Product: [CH3:1][C:2]1[CH:3]=[C:4]([CH:5]=[C:6]([CH3:8])[CH:7]=1)[O:9][CH2:10][CH:12]1[CH2:13][O:14]1. The catalyst class is: 6. (10) Reactant: ClC(Cl)(Cl)CO[C:5](=[O:33])[NH:6][C:7]1[C:8]([CH3:32])=[C:9]([C:26]2[CH:31]=[CH:30][CH:29]=[CH:28][CH:27]=2)[C:10]2[O:14][CH2:13][CH:12]([C:15]3[CH:20]=[CH:19][C:18]([CH:21]([CH3:23])[CH3:22])=[CH:17][CH:16]=3)[C:11]=2[C:24]=1[CH3:25].[NH2:36][CH2:37][CH2:38][OH:39]. Product: [OH:39][CH2:38][CH2:37][NH:36][C:5]([NH:6][C:7]1[C:8]([CH3:32])=[C:9]([C:26]2[CH:31]=[CH:30][CH:29]=[CH:28][CH:27]=2)[C:10]2[O:14][CH2:13][CH:12]([C:15]3[CH:20]=[CH:19][C:18]([CH:21]([CH3:22])[CH3:23])=[CH:17][CH:16]=3)[C:11]=2[C:24]=1[CH3:25])=[O:33]. The catalyst class is: 195.